Dataset: Reaction yield outcomes from USPTO patents with 853,638 reactions. Task: Predict the reaction yield, written as a fraction of the theoretical maximum amount of product (1.0 means a 100% yield; for example, 0.34 means a 34% yield). (1) The reactants are Cl.[NH2:2][CH2:3][C:4]1([C:17](=[O:29])[NH:18][C:19]2[CH:24]=[CH:23][C:22]([C:25]([F:28])([F:27])[F:26])=[CH:21][N:20]=2)[CH2:9][CH2:8][N:7](C(OC(C)(C)C)=O)[CH2:6][CH2:5]1. The catalyst is O1CCOCC1. The product is [NH2:2][CH2:3][C:4]1([C:17]([NH:18][C:19]2[CH:24]=[CH:23][C:22]([C:25]([F:28])([F:27])[F:26])=[CH:21][N:20]=2)=[O:29])[CH2:9][CH2:8][NH:7][CH2:6][CH2:5]1. The yield is 1.09. (2) The reactants are [CH:1]([C:3]1[CH:4]=[CH:5][C:6]([CH3:35])=[C:7]([NH:9][C:10](=[O:34])[C:11]2[CH:16]=[CH:15][C:14]([NH:17][C:18]3[N:27]=[C:26]([C:28]4[CH:33]=[CH:32][CH:31]=[CH:30][CH:29]=4)[C:25]4[C:20](=[CH:21][CH:22]=[CH:23][CH:24]=4)[N:19]=3)=[CH:13][CH:12]=2)[CH:8]=1)=O.[CH:36]1([NH2:39])[CH2:38][CH2:37]1.C(O[BH-](OC(=O)C)OC(=O)C)(=O)C.[Na+]. The catalyst is O1CCCC1.C(O)(=O)C.ClCCl. The product is [CH:36]1([NH:39][CH2:1][C:3]2[CH:4]=[CH:5][C:6]([CH3:35])=[C:7]([NH:9][C:10](=[O:34])[C:11]3[CH:16]=[CH:15][C:14]([NH:17][C:18]4[N:27]=[C:26]([C:28]5[CH:29]=[CH:30][CH:31]=[CH:32][CH:33]=5)[C:25]5[C:20](=[CH:21][CH:22]=[CH:23][CH:24]=5)[N:19]=4)=[CH:13][CH:12]=3)[CH:8]=2)[CH2:38][CH2:37]1. The yield is 0.520. (3) The reactants are CC(OC(=O)[N:7]([CH2:25][CH3:26])[CH2:8][CH2:9][NH:10][C:11]([C:13]1[NH:14]C2C([CH:21]=1)=CC([N+]([O-])=O)=CC=2)=[O:12])(C)C.F[C:29]1[C:34]([NH:35][C:36]([C:38]2[NH:39][C:40]3[C:45]([CH:46]=2)=[CH:44][C:43]([C:47]([NH:49][C:50]2[C:55](F)=[C:54](F)[C:53](F)=[C:52](F)[C:51]=2F)=[O:48])=[CH:42][CH:41]=3)=[O:37])=[C:33](F)[C:32](F)=[C:31](F)[C:30]=1F. The catalyst is CN(C=O)C. The product is [CH2:25]([NH:7][CH2:8][CH2:9][NH:10][C:11]([C:13]1[NH:14][C:31]2[C:32]([CH:21]=1)=[CH:33][C:34]([NH:35][C:36]([C:38]1[NH:39][C:40]3[C:45]([CH:46]=1)=[CH:44][C:43]([C:47]([NH:49][C:50]1[CH:55]=[C:54]4[C:53](=[CH:52][CH:51]=1)[NH:14][C:13]([C:11](=[O:12])[NH:10][CH2:9][CH2:8][NH:7][CH2:25][CH3:26])=[CH:21]4)=[O:48])=[CH:42][CH:41]=3)=[O:37])=[CH:29][CH:30]=2)=[O:12])[CH3:26]. The yield is 0.400. (4) The reactants are C(OC([N:8]1[CH2:13][CH2:12][N:11]([CH2:14][C:15]2[CH:20]=[CH:19][C:18]([CH:21]3[NH:33][C:31]4[C:32]5[C:23](=[N:24][NH:25][C:26](=[O:34])[C:27]=5[CH:28]=[CH:29][CH:30]=4)[CH:22]3[C:35]3[CH:40]=[CH:39][C:38]([F:41])=[CH:37][CH:36]=3)=[CH:17][CH:16]=2)[CH2:10][CH:9]1[CH3:42])=O)(C)(C)C. The catalyst is Cl.C(#N)C. The product is [F:41][C:38]1[CH:37]=[CH:36][C:35]([CH:22]2[C:23]3=[N:24][NH:25][C:26](=[O:34])[C:27]4[CH:28]=[CH:29][CH:30]=[C:31]([C:32]=43)[NH:33][CH:21]2[C:18]2[CH:19]=[CH:20][C:15]([CH2:14][N:11]3[CH2:12][CH2:13][NH:8][CH:9]([CH3:42])[CH2:10]3)=[CH:16][CH:17]=2)=[CH:40][CH:39]=1. The yield is 0.520. (5) The reactants are [CH3:1][C:2]1[N:29]=[C:5]2[NH:6][C:7](=[O:28])[C:8]([CH2:13][C:14]3[CH:19]=[CH:18][C:17]([C:20]4[C:21]([C:26]#[N:27])=[CH:22][CH:23]=[CH:24][CH:25]=4)=[CH:16][CH:15]=3)=[C:9]([CH2:10][CH2:11][CH3:12])[N:4]2[N:3]=1.[H-].[Na+].CN(C)C=O.Cl[CH2:38][C:39](=[O:41])[CH3:40]. The catalyst is C(OCC)(=O)C. The product is [CH3:1][C:2]1[N:29]=[C:5]2[N:6]([CH2:38][C:39](=[O:41])[CH3:40])[C:7](=[O:28])[C:8]([CH2:13][C:14]3[CH:19]=[CH:18][C:17]([C:20]4[C:21]([C:26]#[N:27])=[CH:22][CH:23]=[CH:24][CH:25]=4)=[CH:16][CH:15]=3)=[C:9]([CH2:10][CH2:11][CH3:12])[N:4]2[N:3]=1. The yield is 0.140.